From a dataset of Full USPTO retrosynthesis dataset with 1.9M reactions from patents (1976-2016). Predict the reactants needed to synthesize the given product. (1) Given the product [OH:36][CH2:35][C:33]([N:1]1[CH2:2][CH2:3][CH:4]([NH:7][C:8]([C:10]2[C:14]3[N:15]=[CH:16][N:17]=[C:18]([C:19]4[CH:24]=[CH:23][C:22]([O:25][CH3:26])=[CH:21][C:20]=4[O:27][CH2:28][CH:29]4[CH2:30][CH2:31]4)[C:13]=3[NH:12][CH:11]=2)=[O:9])[CH2:5][CH2:6]1)=[O:34], predict the reactants needed to synthesize it. The reactants are: [NH:1]1[CH2:6][CH2:5][CH:4]([NH:7][C:8]([C:10]2[C:14]3[N:15]=[CH:16][N:17]=[C:18]([C:19]4[CH:24]=[CH:23][C:22]([O:25][CH3:26])=[CH:21][C:20]=4[O:27][CH2:28][CH:29]4[CH2:31][CH2:30]4)[C:13]=3[NH:12][CH:11]=2)=[O:9])[CH2:3][CH2:2]1.Cl[C:33]([CH2:35][O:36]C(=O)C)=[O:34]. (2) Given the product [C:1]([C:5]1[CH:6]=[C:7]([NH:23][C:24]([NH:26][C:27]2[CH:32]=[CH:31][C:30]([O:33][C:34]3[CH:39]=[C:38]([NH:42][CH3:41])[N:37]=[CH:36][N:35]=3)=[CH:29][CH:28]=2)=[O:25])[N:8]([C:10]2[CH:15]=[CH:14][C:13]([CH2:16][N:17]3[CH2:22][CH2:21][O:20][CH2:19][CH2:18]3)=[CH:12][CH:11]=2)[N:9]=1)([CH3:4])([CH3:3])[CH3:2], predict the reactants needed to synthesize it. The reactants are: [C:1]([C:5]1[CH:6]=[C:7]([NH:23][C:24]([NH:26][C:27]2[CH:32]=[CH:31][C:30]([O:33][C:34]3[CH:39]=[C:38](Cl)[N:37]=[CH:36][N:35]=3)=[CH:29][CH:28]=2)=[O:25])[N:8]([C:10]2[CH:15]=[CH:14][C:13]([CH2:16][N:17]3[CH2:22][CH2:21][O:20][CH2:19][CH2:18]3)=[CH:12][CH:11]=2)[N:9]=1)([CH3:4])([CH3:3])[CH3:2].[CH3:41][NH2:42]. (3) Given the product [F:56][C:57]1[CH:58]=[C:59]([NH:65][C:12]2[C:17]([C:18]3[N:23]=[C:22]([CH3:24])[N:21]=[C:20]([N:25]([CH2:35][C:36]4[CH:41]=[CH:40][C:39]([O:42][CH3:43])=[CH:38][CH:37]=4)[CH2:26][C:27]4[CH:32]=[CH:31][C:30]([O:33][CH3:34])=[CH:29][CH:28]=4)[CH:19]=3)=[CH:16][C:15]([C@H:44]([N:46]3[CH2:47][CH2:48][N:49]([S:52]([CH3:55])(=[O:53])=[O:54])[CH2:50][CH2:51]3)[CH3:45])=[CH:14][N:13]=2)[CH:60]=[N:61][C:62]=1[O:63][CH3:64], predict the reactants needed to synthesize it. The reactants are: C[Si]([N-][Si](C)(C)C)(C)C.[Li+].F[C:12]1[C:17]([C:18]2[N:23]=[C:22]([CH3:24])[N:21]=[C:20]([N:25]([CH2:35][C:36]3[CH:41]=[CH:40][C:39]([O:42][CH3:43])=[CH:38][CH:37]=3)[CH2:26][C:27]3[CH:32]=[CH:31][C:30]([O:33][CH3:34])=[CH:29][CH:28]=3)[CH:19]=2)=[CH:16][C:15]([C@H:44]([N:46]2[CH2:51][CH2:50][N:49]([S:52]([CH3:55])(=[O:54])=[O:53])[CH2:48][CH2:47]2)[CH3:45])=[CH:14][N:13]=1.[F:56][C:57]1[CH:58]=[C:59]([NH2:65])[CH:60]=[N:61][C:62]=1[O:63][CH3:64].[NH4+].[Cl-].